This data is from NCI-60 drug combinations with 297,098 pairs across 59 cell lines. The task is: Regression. Given two drug SMILES strings and cell line genomic features, predict the synergy score measuring deviation from expected non-interaction effect. Drug 1: C1CN(CCN1C(=O)CCBr)C(=O)CCBr. Drug 2: B(C(CC(C)C)NC(=O)C(CC1=CC=CC=C1)NC(=O)C2=NC=CN=C2)(O)O. Cell line: OVCAR3. Synergy scores: CSS=32.6, Synergy_ZIP=-1.39, Synergy_Bliss=1.90, Synergy_Loewe=-43.9, Synergy_HSA=-3.77.